This data is from Forward reaction prediction with 1.9M reactions from USPTO patents (1976-2016). The task is: Predict the product of the given reaction. (1) Given the reactants [F:1][C:2]1[C:7]([F:8])=[CH:6][CH:5]=[CH:4][C:3]=1[C:9]1([OH:13])[CH2:12][NH:11][CH2:10]1.Br[CH2:15][CH2:16][CH2:17][CH3:18].C(=O)([O-])[O-].[K+].[K+], predict the reaction product. The product is: [CH2:15]([N:11]1[CH2:12][C:9]([C:3]2[CH:4]=[CH:5][CH:6]=[C:7]([F:8])[C:2]=2[F:1])([OH:13])[CH2:10]1)[CH2:16][CH2:17][CH3:18]. (2) The product is: [Si:16]([O:6][CH2:1][C@H:2]([OH:5])[CH:3]=[CH2:4])([C:12]([CH3:15])([CH3:14])[CH3:13])([C:23]1[CH:24]=[CH:25][CH:26]=[CH:27][CH:28]=1)[C:17]1[CH:22]=[CH:21][CH:20]=[CH:19][CH:18]=1. Given the reactants [CH2:1]([OH:6])[C@H:2]([OH:5])[CH:3]=[CH2:4].N1C=CN=C1.[C:12]([Si:16](Cl)([C:23]1[CH:28]=[CH:27][CH:26]=[CH:25][CH:24]=1)[C:17]1[CH:22]=[CH:21][CH:20]=[CH:19][CH:18]=1)([CH3:15])([CH3:14])[CH3:13], predict the reaction product. (3) Given the reactants [CH:1]([O:4][C:5]([N:7]1[CH2:13][CH2:12][CH2:11][CH:10]([N:14]([C:30](=[O:32])[CH3:31])[CH2:15][C:16]2[CH:21]=[C:20]([C:22]([F:25])([F:24])[F:23])[CH:19]=[C:18]([C:26]([F:29])([F:28])[F:27])[CH:17]=2)[C:9]2[CH:33]=[CH:34][C:35](Br)=[CH:36][C:8]1=2)=[O:6])([CH3:3])[CH3:2].C(P(C(C)(C)C)C1C=CC=CC=1C1C(C(C)C)=CC(C(C)C)=CC=1C(C)C)(C)(C)C.C(=O)([O-])[O-].[Cs+].[Cs+].[CH2:74]([OH:81])[C:75]1[CH:80]=[CH:79][CH:78]=[CH:77][CH:76]=1, predict the reaction product. The product is: [C:30]([N:14]([CH2:15][C:16]1[CH:21]=[C:20]([C:22]([F:25])([F:24])[F:23])[CH:19]=[C:18]([C:26]([F:29])([F:28])[F:27])[CH:17]=1)[CH:10]1[CH2:11][CH2:12][CH2:13][N:7]([C:5]([O:4][CH:1]([CH3:3])[CH3:2])=[O:6])[C:8]2[CH:36]=[C:35]([O:81][CH2:74][C:75]3[CH:80]=[CH:79][CH:78]=[CH:77][CH:76]=3)[CH:34]=[CH:33][C:9]1=2)(=[O:32])[CH3:31]. (4) Given the reactants [C:1]1([S:7]([N@:10]2[CH2:12][CH:11]2[C:13]([N:15]2[CH2:20][CH2:19][N:18]([C:21]3[CH:26]=[C:25]([CH3:27])[CH:24]=[CH:23][C:22]=3[CH3:28])[CH2:17][CH2:16]2)=[O:14])(=[O:9])=[O:8])[CH:6]=[CH:5][CH:4]=[CH:3][CH:2]=1.[I-].[Na+].[F:31][C:32]1[CH:37]=[C:36]([F:38])[CH:35]=[CH:34][C:33]=1[N:39]=[C:40]=[O:41], predict the reaction product. The product is: [C:1]1([S:7]([N:10]2[CH2:12][C@@H:11]([C:13]([N:15]3[CH2:16][CH2:17][N:18]([C:21]4[CH:26]=[C:25]([CH3:27])[CH:24]=[CH:23][C:22]=4[CH3:28])[CH2:19][CH2:20]3)=[O:14])[N:39]([C:33]3[CH:34]=[CH:35][C:36]([F:38])=[CH:37][C:32]=3[F:31])[C:40]2=[O:41])(=[O:9])=[O:8])[CH:6]=[CH:5][CH:4]=[CH:3][CH:2]=1. (5) Given the reactants [C:1]([O:5][C:6]([NH:8][C@H:9]([CH2:14][C:15]1[CH:20]=[C:19]([F:21])[CH:18]=[CH:17][C:16]=1[F:22])[CH2:10][C:11](O)=[O:12])=[O:7])([CH3:4])([CH3:3])[CH3:2].NN.O.O[N:27]1C2C=CC=CC=2N=[N:28]1.Cl.CN(C)CCCN=C=NCC.C(N(CC)C(C)C)(C)C, predict the reaction product. The product is: [C:1]([O:5][C:6](=[O:7])[NH:8][C@H:9]([CH2:14][C:15]1[CH:20]=[C:19]([F:21])[CH:18]=[CH:17][C:16]=1[F:22])[CH2:10][C:11]([NH:27][NH2:28])=[O:12])([CH3:4])([CH3:3])[CH3:2]. (6) Given the reactants [I:1][C:2]1[CH:10]=[CH:9][C:5]([C:6]([OH:8])=O)=[CH:4][CH:3]=1.[C:11]([NH:14][NH2:15])(=O)[CH3:12].CCOC(C)=O, predict the reaction product. The product is: [I:1][C:2]1[CH:3]=[CH:4][C:5]([C:6]2[O:8][C:11]([CH3:12])=[N:14][N:15]=2)=[CH:9][CH:10]=1. (7) Given the reactants [C:1]([O:5][C:6]([N:8]1[CH2:13][C:12]([CH3:15])([CH3:14])[N:11](CC2C=CC=CC=2)[CH2:10][CH:9]1[CH:23]([CH3:25])[CH3:24])=[O:7])([CH3:4])([CH3:3])[CH3:2], predict the reaction product. The product is: [C:1]([O:5][C:6]([N:8]1[CH2:13][C:12]([CH3:15])([CH3:14])[NH:11][CH2:10][CH:9]1[CH:23]([CH3:25])[CH3:24])=[O:7])([CH3:4])([CH3:3])[CH3:2]. (8) Given the reactants [CH2:1]([CH:3]([O:6][C:7]1[N:12]=[C:11]([CH3:13])[N:10]=[C:9]([NH:14][C:15]2[C:20]([CH3:21])=[CH:19][C:18]([CH3:22])=[CH:17][C:16]=2[CH3:23])[C:8]=1[NH2:24])[CH2:4][CH3:5])[CH3:2].[C:25](O)(=[O:29])[C:26]([CH3:28])=O, predict the reaction product. The product is: [CH2:1]([CH:3]([O:6][C:7]1[C:8]2[N:24]=[C:26]([CH3:28])[C:25](=[O:29])[N:14]([C:15]3[C:20]([CH3:21])=[CH:19][C:18]([CH3:22])=[CH:17][C:16]=3[CH3:23])[C:9]=2[N:10]=[C:11]([CH3:13])[N:12]=1)[CH2:4][CH3:5])[CH3:2]. (9) Given the reactants [OH-:1].[Na+].[OH:3][C:4]1[CH:9]=[CH:8][C:7]([C:10]2[CH:15]=CC=C[CH:11]=2)=CC=1.Cl[CH:17]([O:20][CH2:21]C)[CH2:18]Cl, predict the reaction product. The product is: [CH2:17]([O:20][C:21]([C:8]1[CH:9]=[CH:4][O:3][C:7]=1[CH:10]([CH3:11])[CH3:15])=[O:1])[CH3:18]. (10) Given the reactants C1C(=O)N([Br:8])C(=O)C1.[CH3:9][O:10][C:11]1[C:12]([NH2:29])=[CH:13][C:14]2[CH:20]([CH3:21])[CH2:19][N:18]([C:22](=[O:27])[C:23]([F:26])([F:25])[F:24])[CH2:17][CH2:16][C:15]=2[N:28]=1, predict the reaction product. The product is: [Br:8][C:13]1[C:14]2[CH:20]([CH3:21])[CH2:19][N:18]([C:22](=[O:27])[C:23]([F:26])([F:24])[F:25])[CH2:17][CH2:16][C:15]=2[N:28]=[C:11]([O:10][CH3:9])[C:12]=1[NH2:29].